From a dataset of Reaction yield outcomes from USPTO patents with 853,638 reactions. Predict the reaction yield, written as a fraction of the theoretical maximum amount of product (1.0 means a 100% yield; for example, 0.34 means a 34% yield). (1) The reactants are [C:1]([CH:3]1[CH2:6][N:5]([C:7](=[O:44])[C@H:8]([NH:12][C:13]([C:15]2[C:23]3[C:18](=[N:19][CH:20]=[C:21]([C:24]4[N:25]=[C:26]([CH3:35])[N:27]([C:29]5[CH:34]=[CH:33][CH:32]=[CH:31][CH:30]=5)[CH:28]=4)[N:22]=3)[N:17](COCC[Si](C)(C)C)[CH:16]=2)=[O:14])[CH:9]2[CH2:11][CH2:10]2)[CH2:4]1)#[N:2].FC(F)(F)C(O)=O. The catalyst is ClCCl. The product is [C:1]([CH:3]1[CH2:4][N:5]([C:7](=[O:44])[C@H:8]([NH:12][C:13]([C:15]2[C:23]3[C:18](=[N:19][CH:20]=[C:21]([C:24]4[N:25]=[C:26]([CH3:35])[N:27]([C:29]5[CH:34]=[CH:33][CH:32]=[CH:31][CH:30]=5)[CH:28]=4)[N:22]=3)[NH:17][CH:16]=2)=[O:14])[CH:9]2[CH2:10][CH2:11]2)[CH2:6]1)#[N:2]. The yield is 0.620. (2) The reactants are [CH3:1][C:2]1[C:3]([C:17](=[O:19])[CH3:18])=[CH:4][C:5]2[C:6]([CH3:16])([CH3:15])[CH2:7][CH:8]([CH3:14])[C:9]([CH3:13])([CH3:12])[C:10]=2[CH:11]=1.[H-].[H-].[H-].[H-].[Li+].[Al+3].O. The catalyst is CCOCC. The product is [CH3:1][C:2]1[C:3]([CH:17]([OH:19])[CH3:18])=[CH:4][C:5]2[C:6]([CH3:16])([CH3:15])[CH2:7][CH:8]([CH3:14])[C:9]([CH3:12])([CH3:13])[C:10]=2[CH:11]=1. The yield is 0.990. (3) The product is [CH3:1][O:2][CH2:3][C@H:4]([CH3:31])[O:5][C:6]1[CH:7]=[C:8]([C:23]2[NH:27][C:26]([C:28]([NH:37][C@H:36]([C:35]([O:34][CH3:33])=[O:40])[CH2:38][OH:39])=[O:29])=[CH:25][CH:24]=2)[CH:9]=[C:10]([O:12][C:13]2[CH:14]=[N:15][C:16]([S:19]([CH3:22])(=[O:21])=[O:20])=[CH:17][CH:18]=2)[CH:11]=1. The catalyst is C(Cl)Cl.CN(C)C=O. The reactants are [CH3:1][O:2][CH2:3][C@H:4]([CH3:31])[O:5][C:6]1[CH:7]=[C:8]([C:23]2[NH:27][C:26]([C:28](O)=[O:29])=[CH:25][CH:24]=2)[CH:9]=[C:10]([O:12][C:13]2[CH:14]=[N:15][C:16]([S:19]([CH3:22])(=[O:21])=[O:20])=[CH:17][CH:18]=2)[CH:11]=1.Cl.[CH3:33][O:34][C:35](=[O:40])[C@H:36]([CH2:38][OH:39])[NH2:37].C1C=CC2N(O)N=NC=2C=1.O.CN1CCOCC1.CCN=C=NCCCN(C)C.Cl. The yield is 0.970. (4) The reactants are [F:1][C:2]1[CH:3]=[C:4]([CH:28]=[CH:29][CH:30]=1)[O:5][C:6]1[CH:11]=[CH:10][C:9]([C:12]2[C:20]3[C:15](=[N:16][CH:17]=[N:18][C:19]=3[NH2:21])[N:14]([CH2:22][C@H:23]3[CH2:27][CH2:26][CH2:25][NH:24]3)[N:13]=2)=[CH:8][CH:7]=1.[C:31]([CH2:33][C:34](O)=[O:35])#[N:32].CN(C(ON1N=NC2C=CC=NC1=2)=[N+](C)C)C.F[P-](F)(F)(F)(F)F.C(N(CC)CC)C. The catalyst is CN(C)C=O. The product is [NH2:21][C:19]1[N:18]=[CH:17][N:16]=[C:15]2[N:14]([CH2:22][C@H:23]3[CH2:27][CH2:26][CH2:25][N:24]3[C:34](=[O:35])[CH2:33][C:31]#[N:32])[N:13]=[C:12]([C:9]3[CH:10]=[CH:11][C:6]([O:5][C:4]4[CH:28]=[CH:29][CH:30]=[C:2]([F:1])[CH:3]=4)=[CH:7][CH:8]=3)[C:20]=12. The yield is 0.600. (5) The reactants are [F:1][C:2]1[CH:7]=[CH:6][CH:5]=[CH:4][C:3]=1[O:8][C:9]1[CH:14]=[CH:13][C:12]([N+:15]([O-])=O)=[CH:11][CH:10]=1.[NH4+].[Cl-]. The product is [F:1][C:2]1[CH:7]=[CH:6][CH:5]=[CH:4][C:3]=1[O:8][C:9]1[CH:14]=[CH:13][C:12]([NH2:15])=[CH:11][CH:10]=1. The catalyst is CO.O.[Fe]. The yield is 0.730. (6) The reactants are O[C:2]1[N:3]=[C:4]2[NH:11][C:10]([CH3:13])([CH3:12])[CH2:9][N:5]2[C:6](=[O:8])[CH:7]=1.O=P(Cl)(Cl)[Cl:16]. The catalyst is ClC(Cl)C. The product is [Cl:16][C:2]1[N:3]=[C:4]2[NH:11][C:10]([CH3:13])([CH3:12])[CH2:9][N:5]2[C:6](=[O:8])[CH:7]=1. The yield is 0.830. (7) The reactants are [C:1]([C@H:5]1[CH2:10][CH2:9][C@H:8]([O:11][C:12]2[CH:13]=[C:14]3[C:19](=[CH:20][CH:21]=2)[C:18]([CH2:22][OH:23])=[CH:17][CH:16]=[CH:15]3)[CH2:7][CH2:6]1)([CH3:4])([CH3:3])[CH3:2]. The catalyst is CCOC(C)=O. The product is [C:1]([C@H:5]1[CH2:10][CH2:9][C@H:8]([O:11][C:12]2[CH:13]=[C:14]3[C:19](=[CH:20][CH:21]=2)[C:18]([CH:22]=[O:23])=[CH:17][CH:16]=[CH:15]3)[CH2:7][CH2:6]1)([CH3:4])([CH3:2])[CH3:3]. The yield is 0.850.